From a dataset of Kir2.1 potassium channel HTS with 301,493 compounds. Binary Classification. Given a drug SMILES string, predict its activity (active/inactive) in a high-throughput screening assay against a specified biological target. (1) The compound is Clc1c(OC)cc(NCCC(=O)c2sccc2)c(OC)c1. The result is 0 (inactive). (2) The compound is S(=O)(=O)(Cc1cc(ccc1)C)Cc1oc(cc1)C(=O)NCCc1ccccc1. The result is 0 (inactive). (3) The molecule is s1c2c(n3c(nnc3n(CCC(C)C)c2=O)CCCC(=O)N2CCC(N3CCCCC3)CC2)cc1. The result is 0 (inactive). (4) The molecule is S(=O)(=O)(N1C(Cc2c(C1)cccc2)C(=O)Nn1cnnc1)c1ccc(F)cc1. The result is 0 (inactive). (5) The molecule is S(=O)(=O)(Nc1ccc(NC(=O)C)cc1)c1cc2c(cc1)cccc2. The result is 0 (inactive).